From a dataset of Full USPTO retrosynthesis dataset with 1.9M reactions from patents (1976-2016). Predict the reactants needed to synthesize the given product. (1) Given the product [Br:1][C:2]1[CH:3]=[C:4]([N+:13]([O-:15])=[O:14])[C:5]([OH:12])=[C:6]([CH:11]=1)[C:7]([O:9][CH3:10])=[O:8], predict the reactants needed to synthesize it. The reactants are: [Br:1][C:2]1[CH:3]=[CH:4][C:5]([OH:12])=[C:6]([CH:11]=1)[C:7]([O:9][CH3:10])=[O:8].[N+:13]([O-])([OH:15])=[O:14]. (2) Given the product [Cl:1][C:2]1[CH:7]=[C:6]([Cl:8])[CH:5]=[CH:4][C:3]=1[C:9]1[C:30](=[O:31])[N:29]([CH3:32])[C:12]2[N:13]([CH3:28])[C:14]3[C:19]([C:11]=2[CH:10]=1)=[CH:18][C:17]([C:20]1[CH:24]=[C:23]([CH2:25][O:26][CH2:34][CH3:35])[N:22]([CH3:27])[N:21]=1)=[CH:16][CH:15]=3, predict the reactants needed to synthesize it. The reactants are: [Cl:1][C:2]1[CH:7]=[C:6]([Cl:8])[CH:5]=[CH:4][C:3]=1[C:9]1[C:30](=[O:31])[N:29]([CH3:32])[C:12]2[N:13]([CH3:28])[C:14]3[C:19]([C:11]=2[CH:10]=1)=[CH:18][C:17]([C:20]1[CH:24]=[C:23]([CH2:25][OH:26])[N:22]([CH3:27])[N:21]=1)=[CH:16][CH:15]=3.I[CH2:34][CH3:35]. (3) Given the product [Cl:31][C:32]1[CH:37]=[CH:36][C:35]([C:2]2[C:10]3[C:5](=[CH:6][C:7]([S:11]([N:14]([CH2:20][C:21]4[CH:26]=[CH:25][C:24]([O:27][CH3:28])=[CH:23][C:22]=4[O:29][CH3:30])[C:15]4[S:19][N:18]=[CH:17][N:16]=4)(=[O:13])=[O:12])=[CH:8][CH:9]=3)[NH:4][CH:3]=2)=[C:34]([C:41]2[N:45]([CH3:46])[N:44]=[CH:43][CH:42]=2)[CH:33]=1, predict the reactants needed to synthesize it. The reactants are: Br[C:2]1[C:10]2[C:5](=[CH:6][C:7]([S:11]([N:14]([CH2:20][C:21]3[CH:26]=[CH:25][C:24]([O:27][CH3:28])=[CH:23][C:22]=3[O:29][CH3:30])[C:15]3[S:19][N:18]=[CH:17][N:16]=3)(=[O:13])=[O:12])=[CH:8][CH:9]=2)[NH:4][CH:3]=1.[Cl:31][C:32]1[CH:37]=[CH:36][C:35](B(O)O)=[C:34]([C:41]2[N:45]([CH3:46])[N:44]=[CH:43][CH:42]=2)[CH:33]=1.P([O-])([O-])([O-])=O.[K+].[K+].[K+]. (4) Given the product [CH3:48][NH:51][C:54]([N:7]1[CH:6]([C:8]2[CH:15]=[CH:14][C:11]([C:12]#[N:13])=[CH:10][C:9]=2[S:16]([CH2:19][CH3:20])(=[O:18])=[O:17])[C:5]2[C:21](=[O:24])[CH2:22][CH2:23][C:4]=2[N:3]([C:25]2[CH:30]=[CH:29][N:28]=[C:27]([C:31]([F:33])([F:34])[F:32])[CH:26]=2)[C:2]1=[O:1])=[O:37], predict the reactants needed to synthesize it. The reactants are: [O:1]=[C:2]1[NH:7][CH:6]([C:8]2[CH:15]=[CH:14][C:11]([C:12]#[N:13])=[CH:10][C:9]=2[S:16]([CH2:19][CH3:20])(=[O:18])=[O:17])[C:5]2[C:21](=[O:24])[CH2:22][CH2:23][C:4]=2[N:3]1[C:25]1[CH:30]=[CH:29][N:28]=[C:27]([C:31]([F:34])([F:33])[F:32])[CH:26]=1.ClC(OC1C=CC([N+]([O-])=O)=CC=1)=[O:37].[CH:48]([N:51]([CH:54](C)C)CC)(C)C.CN.C(=O)(OC1C=CC([N+]([O-])=O)=CC=1)N. (5) Given the product [C:25]([CH2:2][CH2:3][CH:4]1[NH:18][C:17](=[O:19])[N:16]([CH3:20])[CH2:15][CH2:14][CH2:13][CH2:12][CH:11]=[CH:10][CH:9]2[C:7]([C:21]([OH:23])=[O:22])([CH2:8]2)[NH:6][C:5]1=[O:24])(=[O:27])[CH3:26], predict the reactants needed to synthesize it. The reactants are: O[CH2:2][CH2:3][C@@H:4]1[NH:18][C:17](=[O:19])[N:16]([CH3:20])[CH2:15][CH2:14][CH2:13][CH2:12][CH:11]=[CH:10][C@H:9]2[C@@:7]([C:21]([OH:23])=[O:22])([CH2:8]2)[NH:6][C:5]1=[O:24].[C:25](Cl)(=[O:27])[CH3:26].CC(O)=O. (6) Given the product [Br:9][C:10]1[CH:15]=[CH:14][C:13]([CH:16]([CH:35]2[CH2:37][CH2:36]2)[N:17]2[CH2:22][CH2:21][C:20]([CH2:29][C:30]([OH:31])([CH3:33])[CH3:32])([C:23]3[CH:28]=[CH:27][CH:26]=[CH:25][CH:24]=3)[O:19][C:18]2=[O:34])=[CH:12][CH:11]=1, predict the reactants needed to synthesize it. The reactants are: C([BH-](CC)CC)C.[Li+].[Br:9][C:10]1[CH:15]=[CH:14][C:13]([CH:16]([CH:35]2[CH2:37][CH2:36]2)[N:17]2[CH2:22][CH2:21][C:20]([CH2:29][C:30]3([CH3:33])[CH2:32][O:31]3)([C:23]3[CH:28]=[CH:27][CH:26]=[CH:25][CH:24]=3)[O:19][C:18]2=[O:34])=[CH:12][CH:11]=1. (7) Given the product [Cl:19][C:20]1[CH:25]=[CH:24][C:23](/[CH:26]=[CH:27]/[C:28]2[O:29][CH:30]=[C:31]([CH2:33][O:18][C:15]3[CH:14]=[CH:13][C:12]([CH2:11][O:10][CH2:9][CH2:8][N:3]4[CH:7]=[CH:6][N:5]=[N:4]4)=[CH:17][CH:16]=3)[N:32]=2)=[C:22]([F:35])[CH:21]=1, predict the reactants needed to synthesize it. The reactants are: [H-].[Na+].[N:3]1([CH2:8][CH2:9][O:10][CH2:11][C:12]2[CH:17]=[CH:16][C:15]([OH:18])=[CH:14][CH:13]=2)[CH:7]=[CH:6][N:5]=[N:4]1.[Cl:19][C:20]1[CH:25]=[CH:24][C:23]([CH:26]=[CH:27][C:28]2[O:29][CH:30]=[C:31]([CH2:33]Cl)[N:32]=2)=[C:22]([F:35])[CH:21]=1.